Predict hERG channel inhibition at various concentrations. From a dataset of hERG Central: cardiac toxicity at 1µM, 10µM, and general inhibition. (1) The molecule is CCOc1cccc(CNCCc2c(C)[nH]c3ccc(OC(F)(F)F)cc23)c1O.O=C(O)C(=O)O. Results: hERG_inhib (hERG inhibition (general)): blocker. (2) Results: hERG_inhib (hERG inhibition (general)): blocker. The drug is Cn1c(=O)n(Cc2ccc(F)cc2)c(=O)c2c1nc1n2CCN1Cc1ccco1. (3) The molecule is N=c1c(C(=O)NCc2ccccc2)cc2c(=O)n3ccccc3nc2n1Cc1ccco1. Results: hERG_inhib (hERG inhibition (general)): blocker. (4) The molecule is Cc1cc([N+](=O)[O-])ccc1NC(=O)C(C)N1CCN(c2ccccn2)CC1. Results: hERG_inhib (hERG inhibition (general)): blocker. (5) Results: hERG_inhib (hERG inhibition (general)): blocker. The drug is COc1ccc(C2=CC(=O)CC(c3ccc(F)cc3)C2)cn1. (6) The compound is CN1CCN(c2nc3c(c(=O)[nH]c(=O)n3C)n2Cc2cccc(Br)c2)CC1. Results: hERG_inhib (hERG inhibition (general)): blocker. (7) The compound is COc1ccc(C(=O)N2CCN(c3cccc(Cl)c3)CC2)cc1S(=O)(=O)NC1CC1. Results: hERG_inhib (hERG inhibition (general)): blocker. (8) The drug is COc1cc(CN2CCC(C)CC2)ccc1OCc1ccccc1.O=C(O)C(=O)O. Results: hERG_inhib (hERG inhibition (general)): blocker. (9) The molecule is COc1ccc(O)c(CN2CCC(n3nccc3NC(=O)CCOc3ccccc3)CC2)c1. Results: hERG_inhib (hERG inhibition (general)): blocker.